Dataset: Full USPTO retrosynthesis dataset with 1.9M reactions from patents (1976-2016). Task: Predict the reactants needed to synthesize the given product. (1) Given the product [F:32][C:2]([F:1])([F:31])[C:3]1[CH:26]=[C:25]([C:27]([F:29])([F:30])[F:28])[CH:24]=[CH:23][C:4]=1[CH2:5][N:6]1[C:14]2[C:9](=[CH:10][C:11](/[CH:15]=[C:16]3/[C:17](=[O:22])[N:18]([CH2:37][CH2:36][N:35]([CH3:39])[CH3:34])[C:19](=[O:21])[S:20]/3)=[CH:12][CH:13]=2)[CH:8]=[CH:7]1, predict the reactants needed to synthesize it. The reactants are: [F:1][C:2]([F:32])([F:31])[C:3]1[CH:26]=[C:25]([C:27]([F:30])([F:29])[F:28])[CH:24]=[CH:23][C:4]=1[CH2:5][N:6]1[C:14]2[C:9](=[CH:10][C:11](/[CH:15]=[C:16]3/[C:17](=[O:22])[NH:18][C:19](=[O:21])[S:20]/3)=[CH:12][CH:13]=2)[CH:8]=[CH:7]1.Cl.[CH3:34][N:35]([CH3:39])[CH2:36][CH2:37]Cl. (2) Given the product [F:8][C:6]1[CH:5]=[C:4]([CH2:9][C:10]([NH:12][C@H:13]([C:15]([NH:18][CH:19]2[C:28]3[C:23](=[CH:24][CH:25]=[CH:26][CH:27]=3)[CH:22]([C:29]3[CH:30]=[CH:31][N:32]=[CH:33][CH:34]=3)[NH:21][C:20]2=[O:35])=[O:17])[CH3:14])=[O:11])[CH:3]=[C:2]([F:1])[CH:7]=1, predict the reactants needed to synthesize it. The reactants are: [F:1][C:2]1[CH:3]=[C:4]([CH2:9][C:10]([NH:12][C@H:13]([C:15]([OH:17])=O)[CH3:14])=[O:11])[CH:5]=[C:6]([F:8])[CH:7]=1.[NH2:18][CH:19]1[C:28]2[C:23](=[CH:24][CH:25]=[CH:26][CH:27]=2)[CH:22]([C:29]2[CH:34]=[CH:33][N:32]=[CH:31][CH:30]=2)[NH:21][C:20]1=[O:35]. (3) The reactants are: [CH2:1]([O:3][C:4](=[O:30])[CH2:5][CH2:6][CH2:7][CH2:8][C:9]1[C:14]([CH3:15])=[N:13][N:12]2[C:16]([CH2:19][CH3:20])=[CH:17][CH:18]=[C:11]2[C:10]=1[C:21]1[CH:22]=[N:23][CH:24]=[C:25]([CH:29]=1)C(O)=O)[CH3:2].C([N:33]([CH2:36]C)CC)C.C1(P(N=[N+]=[N-])(C2C=CC=CC=2)=[O:45])C=CC=CC=1.[C:55]([OH:59])([CH3:58])([CH3:57])[CH3:56]. Given the product [C:55]([O:59][C:36]([NH:33][C:25]1[CH:29]=[C:21]([C:10]2[C:11]3[N:12]([C:16]([CH2:19][CH3:20])=[CH:17][CH:18]=3)[N:13]=[C:14]([CH3:15])[C:9]=2[CH2:8][CH2:7][CH2:6][CH2:5][C:4]([O:3][CH2:1][CH3:2])=[O:30])[CH:22]=[N:23][CH:24]=1)=[O:45])([CH3:58])([CH3:57])[CH3:56], predict the reactants needed to synthesize it. (4) Given the product [Cl:19][CH2:10][C:11]1[N:12]=[C:7]([C:4]2[CH:5]=[CH:6][C:1]([CH3:9])=[CH:2][CH:3]=2)[O:8][C:14]=1[CH3:16], predict the reactants needed to synthesize it. The reactants are: [C:1]1([CH3:9])[CH:6]=[CH:5][C:4]([CH:7]=[O:8])=[CH:3][CH:2]=1.[CH3:10]/[C:11](/[C:14]([CH3:16])=O)=[N:12]\O.O=P(Cl)(Cl)[Cl:19]. (5) Given the product [Br:25][C:17]1[C:12]([N:7]2[C:8]3[C:4](=[CH:3][C:2]([Cl:1])=[CH:10][C:9]=3[Cl:11])[CH2:5][CH2:6]2)=[N:13][C:14]([CH3:24])=[N:15][C:16]=1[NH:18][CH:19]([CH2:22][CH3:23])[CH2:20][CH3:21], predict the reactants needed to synthesize it. The reactants are: [Cl:1][C:2]1[CH:3]=[C:4]2[C:8](=[C:9]([Cl:11])[CH:10]=1)[N:7]([C:12]1[CH:17]=[C:16]([NH:18][CH:19]([CH2:22][CH3:23])[CH2:20][CH3:21])[N:15]=[C:14]([CH3:24])[N:13]=1)[CH2:6][CH2:5]2.[Br-:25].[Br-].[Br-].[NH+]1C=CC=CC=1.[NH+]1C=CC=CC=1.[NH+]1C=CC=CC=1. (6) The reactants are: NC1C=C(OC)C(OC)=CC=1C1CCC2C=C(O)C=CC=2C1.[CH2:23]([NH:25][C:26]1[CH:31]=[C:30]([O:32][CH3:33])[C:29]([O:34][CH3:35])=[CH:28][C:27]=1[CH:36]1[CH2:45][CH2:44][C:43]2[CH:42]=[C:41]([OH:46])[CH:40]=[CH:39][C:38]=2[CH2:37]1)[CH3:24].[N:47]1([CH2:54][CH2:55][O:56][C:57]2[CH:64]=[CH:63][C:60]([CH:61]=O)=[CH:59][CH:58]=2)[CH2:53][CH2:52][CH2:51][CH2:50][CH2:49][CH2:48]1. Given the product [N:47]1([CH2:54][CH2:55][O:56][C:57]2[CH:64]=[CH:63][C:60]([CH2:61][CH2:24][CH2:23][NH:25][C:26]3[CH:31]=[C:30]([O:32][CH3:33])[C:29]([O:34][CH3:35])=[CH:28][C:27]=3[CH:36]3[CH2:45][CH2:44][C:43]4[CH:42]=[C:41]([OH:46])[CH:40]=[CH:39][C:38]=4[CH2:37]3)=[CH:59][CH:58]=2)[CH2:53][CH2:52][CH2:51][CH2:50][CH2:49][CH2:48]1, predict the reactants needed to synthesize it.